Task: Predict the reactants needed to synthesize the given product.. Dataset: Full USPTO retrosynthesis dataset with 1.9M reactions from patents (1976-2016) Given the product [CH3:1][O:2][C:3]1[CH:8]=[CH:7][CH:6]=[CH:5][C:4]=1[N:9]1[CH:10]2[CH2:16][CH2:15][CH:14]1[CH2:13][C:12]([C:21]1[CH:26]=[CH:25][CH:24]=[C:23]([O:27][CH3:28])[CH:22]=1)([C:17]([OH:19])=[O:18])[CH2:11]2, predict the reactants needed to synthesize it. The reactants are: [CH3:1][O:2][C:3]1[CH:8]=[CH:7][CH:6]=[CH:5][C:4]=1[N:9]1[CH:14]2[CH2:15][CH2:16][CH:10]1[CH2:11][C:12]([C:21]1[CH:26]=[CH:25][CH:24]=[C:23]([O:27][CH3:28])[CH:22]=1)([C:17]([O:19]C)=[O:18])[CH2:13]2.[OH-].[K+].O.Cl.